Predict the reaction yield, written as a fraction of the theoretical maximum amount of product (1.0 means a 100% yield; for example, 0.34 means a 34% yield). From a dataset of Reaction yield outcomes from USPTO patents with 853,638 reactions. (1) The reactants are [Cl:1][C:2]1[C:3](C(=O)N(CCCC)CCCC)=[N:4][N:5]([C:8]2[CH:18]=[CH:17][C:11]([C:12]([O:14][CH2:15][CH3:16])=[O:13])=[CH:10][C:9]=2[C:19]([N:21]2[CH2:30][CH2:29][C:28]3[C:23](=[CH:24][CH:25]=[CH:26][CH:27]=3)[CH2:22]2)=[O:20])[C:6]=1[CH3:7].[CH2:42]([N:46](CCCC)[C:47]1[C:51](Cl)=[C:50]([CH3:53])NN=1)[CH2:43][CH2:44][CH3:45].FC1C=CC(C(OCC)=O)=CC=1C(N1CCC2C(=CC=CC=2)C1)=O. No catalyst specified. The product is [Cl:1][C:2]1[C:3]([N:46]([CH2:47][CH2:51][CH2:50][CH3:53])[CH2:42][CH2:43][CH2:44][CH3:45])=[N:4][N:5]([C:8]2[CH:18]=[CH:17][C:11]([C:12]([O:14][CH2:15][CH3:16])=[O:13])=[CH:10][C:9]=2[C:19]([N:21]2[CH2:30][CH2:29][C:28]3[C:27](=[CH:26][CH:25]=[CH:24][CH:23]=3)[CH2:22]2)=[O:20])[C:6]=1[CH3:7]. The yield is 0.270. (2) The catalyst is CS(C)=O.O. The product is [CH3:1][N:2]1[C:10]2[C:5](=[CH:6][C:7]([O:11][C:13]3[N:20]=[CH:19][CH:18]=[CH:17][C:14]=3[C:15]#[N:16])=[CH:8][CH:9]=2)[CH:4]=[N:3]1. The reactants are [CH3:1][N:2]1[C:10]2[C:5](=[CH:6][C:7]([OH:11])=[CH:8][CH:9]=2)[CH:4]=[N:3]1.Cl[C:13]1[N:20]=[CH:19][CH:18]=[CH:17][C:14]=1[C:15]#[N:16]. The yield is 0.900.